Dataset: TCR-epitope binding with 47,182 pairs between 192 epitopes and 23,139 TCRs. Task: Binary Classification. Given a T-cell receptor sequence (or CDR3 region) and an epitope sequence, predict whether binding occurs between them. (1) Result: 1 (the TCR binds to the epitope). The TCR CDR3 sequence is CASRRTAGNSPLHF. The epitope is GLIYNRMGAVTTEV. (2) The epitope is RLRPGGKKK. The TCR CDR3 sequence is CASSLAGTGRNYEQYF. Result: 0 (the TCR does not bind to the epitope). (3) Result: 0 (the TCR does not bind to the epitope). The epitope is MPASWVMRI. The TCR CDR3 sequence is CASSYSDSNYEQYF.